This data is from Peptide-MHC class I binding affinity with 185,985 pairs from IEDB/IMGT. The task is: Regression. Given a peptide amino acid sequence and an MHC pseudo amino acid sequence, predict their binding affinity value. This is MHC class I binding data. (1) The peptide sequence is KYYTSYTLK. The MHC is HLA-B57:01 with pseudo-sequence HLA-B57:01. The binding affinity (normalized) is 0.0847. (2) The peptide sequence is ITSTKTIEY. The MHC is HLA-A03:01 with pseudo-sequence HLA-A03:01. The binding affinity (normalized) is 0.556. (3) The peptide sequence is GVYQILAIY. The MHC is Mamu-A02 with pseudo-sequence Mamu-A02. The binding affinity (normalized) is 1.00. (4) The peptide sequence is FHNEFTQRL. The MHC is HLA-B35:01 with pseudo-sequence HLA-B35:01. The binding affinity (normalized) is 0.0847. (5) The peptide sequence is RILGAGCFV. The MHC is HLA-A02:01 with pseudo-sequence HLA-A02:01. The binding affinity (normalized) is 0.721. (6) The peptide sequence is GSFKEYVFW. The MHC is HLA-B40:01 with pseudo-sequence HLA-B40:01. The binding affinity (normalized) is 0.0847. (7) The peptide sequence is YLKKGRLSL. The MHC is HLA-A31:01 with pseudo-sequence HLA-A31:01. The binding affinity (normalized) is 0.0847. (8) The peptide sequence is FKYDSTKPL. The MHC is HLA-A23:01 with pseudo-sequence HLA-A23:01. The binding affinity (normalized) is 0.0847.